This data is from Full USPTO retrosynthesis dataset with 1.9M reactions from patents (1976-2016). The task is: Predict the reactants needed to synthesize the given product. (1) Given the product [O:39]1[CH2:40][CH2:41][N:36]([C:33]2[N:34]=[CH:35][C:30]([C:27]3[CH:26]=[CH:25][C:24]([N:11]4[CH:12]([C:15]5[CH:20]=[CH:19][C:18]([NH2:21])=[CH:17][CH:16]=5)[CH2:13][CH2:14][CH:10]4[C:7]4[CH:6]=[CH:5][C:4]([NH2:1])=[CH:9][CH:8]=4)=[CH:29][CH:28]=3)=[CH:31][CH:32]=2)[CH2:37][CH2:38]1, predict the reactants needed to synthesize it. The reactants are: [N+:1]([C:4]1[CH:9]=[CH:8][C:7]([CH:10]2[CH2:14][CH2:13][CH:12]([C:15]3[CH:20]=[CH:19][C:18]([N+:21]([O-])=O)=[CH:17][CH:16]=3)[N:11]2[C:24]2[CH:29]=[CH:28][C:27]([C:30]3[CH:31]=[CH:32][C:33]([N:36]4[CH2:41][CH2:40][O:39][CH2:38][CH2:37]4)=[N:34][CH:35]=3)=[CH:26][CH:25]=2)=[CH:6][CH:5]=1)([O-])=O.[H][H]. (2) Given the product [NH2:27][CH2:26][C:21]1[NH:22][C:23]2[C:24](=[O:25])[N:15]([CH2:14][CH2:13][CH2:12][CH2:11][C@H:10]([C:8]#[N:9])[CH3:36])[C:16](=[O:17])[N:18]([CH3:35])[C:19]=2[N:20]=1, predict the reactants needed to synthesize it. The reactants are: FC(F)(F)C(O)=O.[C:8]([C@H:10]([CH3:36])[CH2:11][CH2:12][CH2:13][CH2:14][N:15]1[C:24](=[O:25])[C:23]2[NH:22][C:21]([CH2:26][NH:27]C(OC(C)(C)C)=O)=[N:20][C:19]=2[N:18]([CH3:35])[C:16]1=[O:17])#[N:9]. (3) The reactants are: [CH3:1][O:2][CH2:3][CH2:4][O:5][C:6]1[CH:11]=[CH:10][N:9]2[C:12]([C:15]([NH:17][C:18]3[CH:26]=[CH:25][CH:24]=[C:23]4[C:19]=3[CH:20]=[N:21][N:22]4[CH2:27][C:28]3[CH:29]=[C:30]([CH:34]=[CH:35][CH:36]=3)[C:31](O)=[O:32])=[O:16])=[CH:13][N:14]=[C:8]2[CH:7]=1.C1C=CC2N(O)N=[N:43]C=2C=1.CCN=C=NCCCN(C)C.C(N(C(C)C)CC)(C)C.C(=O)([O-])[O-].[NH4+].[NH4+]. Given the product [C:31]([C:30]1[CH:29]=[C:28]([CH:36]=[CH:35][CH:34]=1)[CH2:27][N:22]1[C:23]2[C:19](=[C:18]([NH:17][C:15]([C:12]3[N:9]4[CH:10]=[CH:11][C:6]([O:5][CH2:4][CH2:3][O:2][CH3:1])=[CH:7][C:8]4=[N:14][CH:13]=3)=[O:16])[CH:26]=[CH:25][CH:24]=2)[CH:20]=[N:21]1)(=[O:32])[NH2:43], predict the reactants needed to synthesize it.